Dataset: Catalyst prediction with 721,799 reactions and 888 catalyst types from USPTO. Task: Predict which catalyst facilitates the given reaction. (1) Reactant: [CH3:1][C:2]([O-:5])(C)[CH3:3].[K+].C([Si](C)(C)O[C:13]1[CH:21]=[CH:20]C=[C:18]2[C:14]=1[CH2:15][CH2:16]C2=O)(C)(C)C.CCCC[N+](CCCC)(CCCC)CCCC.[F-].[Cl-].[NH4+]. Product: [CH2:18]=[C:14]1[C:13]2[CH:21]=[CH:20][CH:3]=[C:2]([OH:5])[C:1]=2[CH2:16][CH2:15]1. The catalyst class is: 28. (2) Reactant: O=C1C2C(=CC=CC=2)C(=O)[N:3]1[CH2:12][CH2:13][S:14]([NH:17][CH:18]([CH3:20])[CH3:19])(=[O:16])=[O:15].O.NN. Product: [NH2:3][CH2:12][CH2:13][S:14]([NH:17][CH:18]([CH3:20])[CH3:19])(=[O:16])=[O:15]. The catalyst class is: 8. (3) Product: [NH2:11][C@H:12]1[CH2:16][CH2:15][N:14]([C@H:17]2[CH2:22][CH2:21][C@@H:20]([N:23]([CH:25]([CH3:26])[CH3:27])[CH3:24])[CH2:19][C@H:18]2[CH3:28])[C:13]1=[O:29]. The catalyst class is: 105. Reactant: C(OC([NH:11][C@H:12]1[CH2:16][CH2:15][N:14]([C@H:17]2[CH2:22][CH2:21][C@@H:20]([N:23]([CH:25]([CH3:27])[CH3:26])[CH3:24])[CH2:19][C@H:18]2[CH3:28])[C:13]1=[O:29])=O)C1C=CC=CC=1. (4) Reactant: [F:1][C:2]1[CH:7]=[CH:6][C:5]([C:8]([CH:20]=O)=[CH:9][C:10]2[CH:19]=[CH:18][C:13]([C:14]([O:16][CH3:17])=[O:15])=[CH:12][CH:11]=2)=[CH:4][CH:3]=1.[CH:22]1([NH2:25])[CH2:24][CH2:23]1.CO.[BH4-].[Na+]. Product: [CH:22]1([NH:25][CH2:20][C:8]([C:5]2[CH:6]=[CH:7][C:2]([F:1])=[CH:3][CH:4]=2)=[CH:9][C:10]2[CH:19]=[CH:18][C:13]([C:14]([O:16][CH3:17])=[O:15])=[CH:12][CH:11]=2)[CH2:24][CH2:23]1. The catalyst class is: 13.